From a dataset of Reaction yield outcomes from USPTO patents with 853,638 reactions. Predict the reaction yield, written as a fraction of the theoretical maximum amount of product (1.0 means a 100% yield; for example, 0.34 means a 34% yield). (1) The reactants are [OH-].[K+].[C:3]([O:7][C:8]([N:10]1[CH2:15][CH2:14][N:13]([CH2:16][C:17]2[CH:22]=[CH:21][C:20]([C:23]([O:25]CC)=[O:24])=[CH:19][C:18]=2[C:28]([F:31])([F:30])[F:29])[CH2:12][CH2:11]1)=[O:9])([CH3:6])([CH3:5])[CH3:4].Cl. The catalyst is CCO.O.C(OCC)(=O)C. The product is [C:3]([O:7][C:8]([N:10]1[CH2:15][CH2:14][N:13]([CH2:16][C:17]2[CH:22]=[CH:21][C:20]([C:23]([OH:25])=[O:24])=[CH:19][C:18]=2[C:28]([F:30])([F:31])[F:29])[CH2:12][CH2:11]1)=[O:9])([CH3:6])([CH3:4])[CH3:5]. The yield is 0.930. (2) The reactants are [N:1]12[CH2:8][CH2:7][CH:4]([CH2:5][CH2:6]1)[C@@H:3]([O:9][C:10](=[O:26])[C@H:11]([NH:19][C:20]1[CH:25]=[CH:24][CH:23]=[CH:22][CH:21]=1)[CH2:12][C:13]1[CH:18]=[CH:17][CH:16]=[CH:15][CH:14]=1)[CH2:2]2.[Br:27][CH2:28][C:29]([C:31]1[CH:36]=[CH:35][CH:34]=[CH:33][CH:32]=1)=[O:30]. No catalyst specified. The product is [Br-:27].[O:30]=[C:29]([C:31]1[CH:36]=[CH:35][CH:34]=[CH:33][CH:32]=1)[CH2:28][N+:1]12[CH2:6][CH2:5][CH:4]([CH2:7][CH2:8]1)[C@@H:3]([O:9][C:10](=[O:26])[C@H:11]([NH:19][C:20]1[CH:25]=[CH:24][CH:23]=[CH:22][CH:21]=1)[CH2:12][C:13]1[CH:18]=[CH:17][CH:16]=[CH:15][CH:14]=1)[CH2:2]2. The yield is 0.980. (3) The reactants are [F:1][C:2]([F:25])([F:24])[C:3]1[CH:23]=[CH:22][C:6]([O:7][CH:8]([C:12]2[CH:17]=[CH:16][CH:15]=[C:14]([C:18]([F:21])([F:20])[F:19])[CH:13]=2)[C:9]([OH:11])=[O:10])=[CH:5][CH:4]=1.S(Cl)(Cl)=O.[C:30]([NH:33][CH2:34][CH2:35]O)(=[O:32])[CH3:31]. The catalyst is ClCCCl.C1COCC1. The product is [C:30]([NH:33][CH2:34][CH2:35][O:10][C:9](=[O:11])[CH:8]([O:7][C:6]1[CH:5]=[CH:4][C:3]([C:2]([F:24])([F:25])[F:1])=[CH:23][CH:22]=1)[C:12]1[CH:17]=[CH:16][CH:15]=[C:14]([C:18]([F:19])([F:20])[F:21])[CH:13]=1)(=[O:32])[CH3:31]. The yield is 0.710. (4) The reactants are [Cl:1][C:2]1[CH:3]=[C:4]([C:9]2([CH:15]([NH:17][CH:18]=O)[CH3:16])[CH2:14][CH2:13][CH2:12][CH2:11][CH2:10]2)[CH:5]=[CH:6][C:7]=1[Cl:8].S(C)C. The catalyst is C1COCC1. The product is [ClH:1].[Cl:1][C:2]1[CH:3]=[C:4]([C:9]2([CH:15]([NH:17][CH3:18])[CH3:16])[CH2:14][CH2:13][CH2:12][CH2:11][CH2:10]2)[CH:5]=[CH:6][C:7]=1[Cl:8]. The yield is 0.700. (5) The product is [ClH:20].[C:1]([C:5]1[N:10]=[C:9]([N:11]2[CH2:16][CH2:15][N:14]([CH2:17][CH2:18][CH2:19][S:31][C:27]3[N:26]([CH3:25])[CH:30]=[N:29][N:28]=3)[CH2:13][CH2:12]2)[CH:8]=[C:7]([C:21]([CH3:24])([CH3:23])[CH3:22])[N:6]=1)([CH3:4])([CH3:3])[CH3:2]. The reactants are [C:1]([C:5]1[N:10]=[C:9]([N:11]2[CH2:16][CH2:15][N:14]([CH2:17][CH2:18][CH2:19][Cl:20])[CH2:13][CH2:12]2)[CH:8]=[C:7]([C:21]([CH3:24])([CH3:23])[CH3:22])[N:6]=1)([CH3:4])([CH3:3])[CH3:2].[CH3:25][N:26]1[CH:30]=[N:29][N:28]=[C:27]1[SH:31].[I-].[K+].O. The yield is 0.770. The catalyst is CN(C)C=O.C(OCC)(=O)C. (6) The reactants are [Br:1][C:2]1[CH:9]=[CH:8][C:5]([CH:6]=O)=[CH:4][C:3]=1[F:10].[CH3:11][C@H:12]1[CH2:17][O:16][CH2:15][C@H:14]([CH3:18])[NH:13]1.C(O[BH-](OC(=O)C)OC(=O)C)(=O)C.[Na+]. The catalyst is ClCCl. The product is [Br:1][C:2]1[CH:9]=[CH:8][C:5]([CH2:6][N:13]2[C@@H:14]([CH3:18])[CH2:15][O:16][CH2:17][C@@H:12]2[CH3:11])=[CH:4][C:3]=1[F:10]. The yield is 0.300. (7) The reactants are C1(P(C2CCCCC2)C2C=CC=CC=2C2C(OC)=CC=CC=2OC)CCCCC1.C(=O)([O-])[O-].[K+].[K+].CC1(C)C(C)(C)OB([C:44]2[CH:56]=[CH:55][CH:54]=[CH:53][C:45]=2[CH2:46][N:47]2[CH2:52][CH2:51][O:50][CH2:49][CH2:48]2)O1.[C:58]([O:62][C:63](=[O:91])[NH:64][C@H:65]1[CH2:70][CH2:69][C@@H:68]([N:71]2[C:76](=[O:77])[C:75]3[CH:78]=[C:79]([F:82])[CH:80]=[N:81][C:74]=3[N:73]([C:83]3[CH:88]=[CH:87][CH:86]=[C:85](I)[CH:84]=3)[C:72]2=[O:90])[CH2:67][CH2:66]1)([CH3:61])([CH3:60])[CH3:59]. The catalyst is C(#N)C.C([O-])(=O)C.[Pd+2].C([O-])(=O)C.O. The product is [C:58]([O:62][C:63](=[O:91])[NH:64][C@H:65]1[CH2:70][CH2:69][C@@H:68]([N:71]2[C:76](=[O:77])[C:75]3[CH:78]=[C:79]([F:82])[CH:80]=[N:81][C:74]=3[N:73]([C:83]3[CH:88]=[C:87]([C:44]4[CH:56]=[CH:55][CH:54]=[CH:53][C:45]=4[CH2:46][N:47]4[CH2:48][CH2:49][O:50][CH2:51][CH2:52]4)[CH:86]=[CH:85][CH:84]=3)[C:72]2=[O:90])[CH2:67][CH2:66]1)([CH3:61])([CH3:59])[CH3:60]. The yield is 0.0200. (8) The reactants are [Br:1][C:2]1[CH:12]=[CH:11][C:5]([O:6][CH2:7][C:8]([NH2:10])=[O:9])=[C:4]([C:13]#[N:14])[CH:3]=1.N1CCC[CH2:17][CH2:16]1.[CH3:21][N:22]1[CH2:27][CH2:26][CH:25]([N:28]2[CH2:33][CH2:32][NH:31][CH2:30][CH2:29]2)[CH2:24][CH2:23]1. No catalyst specified. The product is [Br:1][C:2]1[CH:12]=[CH:11][C:5]2[O:6][C:7]3[C:8](=[O:9])[NH:10][C:16]([CH2:17][N:31]4[CH2:32][CH2:33][N:28]([CH:25]5[CH2:24][CH2:23][N:22]([CH3:21])[CH2:27][CH2:26]5)[CH2:29][CH2:30]4)=[N:14][C:13]=3[C:4]=2[CH:3]=1. The yield is 0.610.